From a dataset of NCI-60 drug combinations with 297,098 pairs across 59 cell lines. Regression. Given two drug SMILES strings and cell line genomic features, predict the synergy score measuring deviation from expected non-interaction effect. (1) Drug 1: CC12CCC3C(C1CCC2=O)CC(=C)C4=CC(=O)C=CC34C. Drug 2: COCCOC1=C(C=C2C(=C1)C(=NC=N2)NC3=CC=CC(=C3)C#C)OCCOC.Cl. Cell line: NCI/ADR-RES. Synergy scores: CSS=43.2, Synergy_ZIP=-1.65, Synergy_Bliss=-0.848, Synergy_Loewe=0.674, Synergy_HSA=0.633. (2) Drug 1: CCN(CC)CCNC(=O)C1=C(NC(=C1C)C=C2C3=C(C=CC(=C3)F)NC2=O)C. Synergy scores: CSS=-6.45, Synergy_ZIP=4.84, Synergy_Bliss=2.20, Synergy_Loewe=-6.14, Synergy_HSA=-5.79. Cell line: T-47D. Drug 2: CN(C(=O)NC(C=O)C(C(C(CO)O)O)O)N=O. (3) Drug 1: C1=C(C(=O)NC(=O)N1)F. Drug 2: CC(C)(C#N)C1=CC=C(C=C1)N2C3=C4C=C(C=CC4=NC=C3N(C2=O)C)C5=CC6=CC=CC=C6N=C5. Cell line: T-47D. Synergy scores: CSS=47.4, Synergy_ZIP=7.49, Synergy_Bliss=7.52, Synergy_Loewe=9.57, Synergy_HSA=11.5.